Predict the product of the given reaction. From a dataset of Forward reaction prediction with 1.9M reactions from USPTO patents (1976-2016). (1) Given the reactants [CH3:1][N:2]1[C:6]2=[N:7][CH:8]=[CH:9][N:10]=[C:5]2[C:4]([C:11]([N:13]2[CH2:18][CH2:17][N:16]([C:19]3[N:20]=[CH:21][C:22]([C:25]([O:27]C)=[O:26])=[N:23][CH:24]=3)[CH2:15][CH2:14]2)=[O:12])=[C:3]1[C:29]1[CH:34]=[CH:33][CH:32]=[CH:31][CH:30]=1.Cl, predict the reaction product. The product is: [CH3:1][N:2]1[C:6]2=[N:7][CH:8]=[CH:9][N:10]=[C:5]2[C:4]([C:11]([N:13]2[CH2:14][CH2:15][N:16]([C:19]3[N:20]=[CH:21][C:22]([C:25]([OH:27])=[O:26])=[N:23][CH:24]=3)[CH2:17][CH2:18]2)=[O:12])=[C:3]1[C:29]1[CH:34]=[CH:33][CH:32]=[CH:31][CH:30]=1. (2) Given the reactants [Cl:1][C:2]1[CH:18]=[C:17]([O:19][CH2:20][CH:21]=[C:22]([Cl:24])[Cl:23])[CH:16]=[C:15]([Cl:25])[C:3]=1[O:4][CH2:5][CH2:6][CH2:7][CH2:8][CH2:9][O:10][CH2:11][C:12](=O)[CH3:13].Cl.[NH2:27][OH:28].Cl, predict the reaction product. The product is: [Cl:1][C:2]1[CH:18]=[C:17]([O:19][CH2:20][CH:21]=[C:22]([Cl:24])[Cl:23])[CH:16]=[C:15]([Cl:25])[C:3]=1[O:4][CH2:5][CH2:6][CH2:7][CH2:8][CH2:9][O:10][CH2:11][C:12](=[N:27][OH:28])[CH3:13]. (3) Given the reactants [Br:1][C:2]1[CH:21]=[CH:20][C:5]([O:6][C:7]2[N:14]=[C:13]([N:15]([CH2:17][CH2:18][OH:19])[CH3:16])[CH:12]=[CH:11][C:8]=2[C:9]#[N:10])=[CH:4][C:3]=1[CH:22]1OCC[O:23]1.Cl, predict the reaction product. The product is: [Br:1][C:2]1[CH:21]=[CH:20][C:5]([O:6][C:7]2[N:14]=[C:13]([N:15]([CH2:17][CH2:18][OH:19])[CH3:16])[CH:12]=[CH:11][C:8]=2[C:9]#[N:10])=[CH:4][C:3]=1[CH:22]=[O:23].